Dataset: Catalyst prediction with 721,799 reactions and 888 catalyst types from USPTO. Task: Predict which catalyst facilitates the given reaction. Reactant: Cl[CH2:2][C:3]1[C:12]2[C:7](=[C:8]([F:15])[C:9]([OH:14])=[C:10]([F:13])[CH:11]=2)[O:6][C:5](=[O:16])[CH:4]=1.S(=O)(=O)(O)[OH:18]. Product: [F:13][C:10]1[C:9]([OH:14])=[C:8]([F:15])[C:7]2[O:6][CH:2]=[C:3]([CH2:4][C:5]([OH:16])=[O:18])[C:12]=2[CH:11]=1. The catalyst class is: 74.